This data is from Forward reaction prediction with 1.9M reactions from USPTO patents (1976-2016). The task is: Predict the product of the given reaction. (1) Given the reactants [Cl:1][C:2]1[N:7]=[C:6]([N:8]([CH3:23])[C:9]2[CH:22]=[CH:21][C:12]3[N:13]([CH3:20])[C:14]([NH:16][CH:17]([CH3:19])[CH3:18])=[N:15][C:11]=3[CH:10]=2)[CH:5]=[CH:4][N:3]=1.[NH2:24][C:25]1[CH:26]=[CH:27][C:28]([CH3:35])=[C:29]([S:31]([NH2:34])(=[O:33])=[O:32])[CH:30]=1, predict the reaction product. The product is: [ClH:1].[CH:17]([NH:16][C:14]1[N:13]([CH3:20])[C:12]2[CH:21]=[CH:22][C:9]([N:8]([CH3:23])[C:6]3[CH:5]=[CH:4][N:3]=[C:2]([NH:24][C:25]4[CH:26]=[CH:27][C:28]([CH3:35])=[C:29]([S:31]([NH2:34])(=[O:32])=[O:33])[CH:30]=4)[N:7]=3)=[CH:10][C:11]=2[N:15]=1)([CH3:19])[CH3:18]. (2) The product is: [CH3:1][O:2][C:3]([C:5]1[CH2:10][CH2:9][CH2:8][C:7]2([CH2:15][CH2:14][CH2:13][CH2:12][CH2:11]2)[CH:6]=1)=[O:4]. Given the reactants [CH3:1][O:2][C:3]([C@@H:5]1[CH2:10][CH2:9][CH2:8][C:7]2([CH2:15][CH2:14][CH2:13][CH2:12][CH2:11]2)[C@H:6]1O)=[O:4].C(N(CC)CC)C.CS(Cl)(=O)=O.O, predict the reaction product. (3) Given the reactants [F:1][C:2]1[CH:3]=[C:4]([NH:9][C:10]([C:12]2[CH:13]=[C:14]([S:18](Cl)(=[O:20])=[O:19])[S:15][C:16]=2[CH3:17])=[O:11])[CH:5]=[CH:6][C:7]=1[F:8].[F:22][C:23]([F:29])([F:28])[C:24]1([NH2:27])[CH2:26][CH2:25]1, predict the reaction product. The product is: [F:1][C:2]1[CH:3]=[C:4]([NH:9][C:10]([C:12]2[CH:13]=[C:14]([S:18](=[O:20])(=[O:19])[NH:27][C:24]3([C:23]([F:29])([F:28])[F:22])[CH2:26][CH2:25]3)[S:15][C:16]=2[CH3:17])=[O:11])[CH:5]=[CH:6][C:7]=1[F:8]. (4) Given the reactants CC1C=CC(S(O[CH2:12][C@H:13]([NH:15][C:16]([O:18][C:19]([CH3:22])([CH3:21])[CH3:20])=[O:17])[CH3:14])(=O)=O)=CC=1.[C:23]([Na])#[N:24], predict the reaction product. The product is: [C:23]([CH2:12][C@H:13]([NH:15][C:16](=[O:17])[O:18][C:19]([CH3:20])([CH3:21])[CH3:22])[CH3:14])#[N:24].